This data is from Catalyst prediction with 721,799 reactions and 888 catalyst types from USPTO. The task is: Predict which catalyst facilitates the given reaction. (1) Reactant: [Br:1][C:2]1[CH:10]=[CH:9][C:5]([C:6]([OH:8])=O)=[C:4]([CH2:11][O:12][Si:13]([C:16]([CH3:19])([CH3:18])[CH3:17])([CH3:15])[CH3:14])[CH:3]=1.CN(C(ON1N=NC2C=CC=NC1=2)=[N+](C)C)C.F[P-](F)(F)(F)(F)F.C[N:45]1[CH2:50][CH2:49][O:48][CH2:47][CH2:46]1.N1CCOCC1. Product: [Br:1][C:2]1[CH:10]=[CH:9][C:5]([C:6]([N:45]2[CH2:50][CH2:49][O:48][CH2:47][CH2:46]2)=[O:8])=[C:4]([CH2:11][O:12][Si:13]([C:16]([CH3:19])([CH3:18])[CH3:17])([CH3:15])[CH3:14])[CH:3]=1. The catalyst class is: 18. (2) Reactant: [CH3:1][O:2][CH2:3][CH2:4][S:5][C:6]1[CH:14]=[CH:13][CH:12]=[CH:11][C:7]=1[C:8]([NH2:10])=O.[H-].[Al+3].[Li+].[H-].[H-].[H-]. Product: [CH3:1][O:2][CH2:3][CH2:4][S:5][C:6]1[CH:14]=[CH:13][CH:12]=[CH:11][C:7]=1[CH2:8][NH2:10]. The catalyst class is: 7. (3) Reactant: [Cl:1][C:2]1[CH:7]=[CH:6][C:5]([N:8]2[C:13](=[O:14])[C:12]3[CH:15]=[N:16][N:17]([C:18]4[CH:23]=[CH:22][CH:21]=[CH:20][CH:19]=4)[C:11]=3[N:10]=[C:9]2[C:24]2[CH:29]=[CH:28][C:27]([C:30](=[O:36])[CH:31]=[CH:32][N:33](C)C)=[CH:26][CH:25]=2)=[CH:4][CH:3]=1.NO.Cl. Product: [Cl:1][C:2]1[CH:7]=[CH:6][C:5]([N:8]2[C:13](=[O:14])[C:12]3[CH:15]=[N:16][N:17]([C:18]4[CH:23]=[CH:22][CH:21]=[CH:20][CH:19]=4)[C:11]=3[N:10]=[C:9]2[C:24]2[CH:29]=[CH:28][C:27]([C:30]3[O:36][N:33]=[CH:32][CH:31]=3)=[CH:26][CH:25]=2)=[CH:4][CH:3]=1. The catalyst class is: 5. (4) Reactant: [C:1]1([C:24]2[CH:29]=[CH:28][CH:27]=[CH:26][CH:25]=2)[CH:6]=[CH:5][CH:4]=[CH:3][C:2]=1[NH:7][C:8]([O:10][CH2:11][C@@H:12]1[CH2:16][CH2:15][N:14](C(OC(C)(C)C)=O)[CH2:13]1)=[O:9].FC(F)(F)C(O)=O. Product: [C:1]1([C:24]2[CH:29]=[CH:28][CH:27]=[CH:26][CH:25]=2)[CH:6]=[CH:5][CH:4]=[CH:3][C:2]=1[NH:7][C:8](=[O:9])[O:10][CH2:11][C@@H:12]1[CH2:16][CH2:15][NH:14][CH2:13]1. The catalyst class is: 4. (5) Reactant: [CH3:1][C@H:2]1[CH2:7][CH2:6][N:5]([C:8]([O:10][C:11]([CH3:14])([CH3:13])[CH3:12])=[O:9])[CH2:4][C@H:3]1[C:15](=O)[NH:16][CH2:17][C:18]1[N:19]=[C:20]2[CH:26]=[CH:25][N:24]([S:27]([C:30]3[CH:36]=[CH:35][C:33]([CH3:34])=[CH:32][CH:31]=3)(=[O:29])=[O:28])[C:21]2=[N:22][CH:23]=1.CN(C(ON1N=NC2C=CC=NC1=2)=[N+](C)C)C.F[P-](F)(F)(F)(F)F.CCN(C(C)C)C(C)C.COC1C=CC(P2(SP(C3C=CC(OC)=CC=3)(=S)S2)=[S:80])=CC=1. Product: [CH3:1][C@H:2]1[CH2:7][CH2:6][N:5]([C:8]([O:10][C:11]([CH3:14])([CH3:13])[CH3:12])=[O:9])[CH2:4][C@H:3]1[C:15](=[S:80])[NH:16][CH2:17][C:18]1[N:19]=[C:20]2[CH:26]=[CH:25][N:24]([S:27]([C:30]3[CH:36]=[CH:35][C:33]([CH3:34])=[CH:32][CH:31]=3)(=[O:29])=[O:28])[C:21]2=[N:22][CH:23]=1. The catalyst class is: 225. (6) Reactant: [CH3:1][O:2][C:3](=[O:26])[C:4]1[CH:9]=[CH:8][C:7]([CH2:10][C:11]2([C:17](=[O:25])[NH:18][CH:19]3[CH2:24][CH2:23][CH2:22][CH2:21][CH2:20]3)[CH2:16][CH2:15][NH:14][CH2:13][CH2:12]2)=[CH:6][CH:5]=1.[C:27]([O:31][C:32]([NH:34][C@@H:35]([CH2:39][C:40]1[S:41][CH:42]=[CH:43][CH:44]=1)[C:36](O)=[O:37])=[O:33])([CH3:30])([CH3:29])[CH3:28].C(N(C(C)C)CC)(C)C.CN(C(ON1N=NC2C=CC=CC1=2)=[N+](C)C)C.F[P-](F)(F)(F)(F)F. Product: [CH3:1][O:2][C:3](=[O:26])[C:4]1[CH:5]=[CH:6][C:7]([CH2:10][C:11]2([C:17](=[O:25])[NH:18][CH:19]3[CH2:24][CH2:23][CH2:22][CH2:21][CH2:20]3)[CH2:16][CH2:15][N:14]([C:36](=[O:37])[C@@H:35]([NH:34][C:32]([O:31][C:27]([CH3:29])([CH3:28])[CH3:30])=[O:33])[CH2:39][C:40]3[S:41][CH:42]=[CH:43][CH:44]=3)[CH2:13][CH2:12]2)=[CH:8][CH:9]=1. The catalyst class is: 39. (7) Reactant: CS[C:3]1[N:4]=[N:5][C:6]([C:20]#[N:21])=[C:7]([N:9]2[CH2:15][CH2:14][C:13]3[CH:16]=[CH:17][CH:18]=[CH:19][C:12]=3[CH2:11][CH2:10]2)[N:8]=1.[NH2:22][CH2:23][CH:24]1[CH2:26][CH2:25]1. Product: [CH:24]1([CH2:23][NH:22][C:3]2[N:4]=[N:5][C:6]([C:20]#[N:21])=[C:7]([N:9]3[CH2:15][CH2:14][C:13]4[CH:16]=[CH:17][CH:18]=[CH:19][C:12]=4[CH2:11][CH2:10]3)[N:8]=2)[CH2:26][CH2:25]1. The catalyst class is: 12.